This data is from Forward reaction prediction with 1.9M reactions from USPTO patents (1976-2016). The task is: Predict the product of the given reaction. (1) The product is: [Br:11][C:8]1[S:9][CH:10]=[C:6]([C:4]([NH2:12])=[O:3])[N:7]=1. Given the reactants C([O:3][C:4]([C:6]1[N:7]=[C:8]([Br:11])[S:9][CH:10]=1)=O)C.[NH3:12].CO, predict the reaction product. (2) Given the reactants [NH2:1][C:2]1[N:7]=[C:6](/[CH:8]=[C:9]2/[C:10](=[O:15])[NH:11][C:12](=[O:14])[S:13]/2)[CH:5]=[CH:4][N:3]=1.[N:16]1[C:25]2[C:20](=[CH:21][CH:22]=[CH:23][CH:24]=2)[CH:19]=[CH:18][C:17]=1[C:26](Cl)=[O:27].C(N(CC)CC)C.C(=O)(O)[O-].[Na+], predict the reaction product. The product is: [O:14]=[C:12]1[NH:11][C:10](=[O:15])/[C:9](=[CH:8]/[C:6]2[CH:5]=[CH:4][N:3]=[C:2]([NH:1][C:26]([C:17]3[CH:18]=[CH:19][C:20]4[C:25](=[CH:24][CH:23]=[CH:22][CH:21]=4)[N:16]=3)=[O:27])[N:7]=2)/[S:13]1. (3) Given the reactants C[O:2][C:3]1[CH:8]=[CH:7][C:6]([O:9][C:10]2[CH:15]=[CH:14][C:13]([C:16]([F:19])([F:18])[F:17])=[CH:12][N:11]=2)=[CH:5][N:4]=1.Cl.N1C=CC=CC=1, predict the reaction product. The product is: [F:19][C:16]([F:17])([F:18])[C:13]1[CH:14]=[CH:15][C:10]([O:9][C:6]2[CH:7]=[CH:8][C:3]([OH:2])=[N:4][CH:5]=2)=[N:11][CH:12]=1. (4) Given the reactants [BH4-].[Na+].[C:3]1([S:9]([N:12]2[C:20]3[C:15](=[CH:16][C:17]([CH:21]=[CH:22][N+:23]([O-:25])=[O:24])=[CH:18][CH:19]=3)[C:14]3[CH:26]=[C:27]([Cl:30])[CH:28]=[N:29][C:13]2=3)(=[O:11])=[O:10])[CH:8]=[CH:7][CH:6]=[CH:5][CH:4]=1.C(Cl)(Cl)Cl, predict the reaction product. The product is: [C:3]1([S:9]([N:12]2[C:20]3[C:15](=[CH:16][C:17]([CH2:21][CH2:22][N+:23]([O-:25])=[O:24])=[CH:18][CH:19]=3)[C:14]3[CH:26]=[C:27]([Cl:30])[CH:28]=[N:29][C:13]2=3)(=[O:10])=[O:11])[CH:8]=[CH:7][CH:6]=[CH:5][CH:4]=1. (5) Given the reactants Cl[C:2]1[C:7]([C:8]([O:10][CH2:11][CH3:12])=[O:9])=[CH:6][N:5]=[C:4]([S:13][CH3:14])[N:3]=1.[F:15][C:16]([F:23])([C:19]([F:22])([F:21])[F:20])[CH2:17][NH2:18], predict the reaction product. The product is: [CH3:14][S:13][C:4]1[N:3]=[C:2]([NH:18][CH2:17][C:16]([F:23])([F:15])[C:19]([F:22])([F:21])[F:20])[C:7]([C:8]([O:10][CH2:11][CH3:12])=[O:9])=[CH:6][N:5]=1. (6) Given the reactants [Si]([O:8][CH2:9][CH2:10][NH:11][C:12]1[CH:13]=[N:14][C:15]2[C:20]([CH:21]=1)=[CH:19][C:18]([S:22][C:23]1[N:27]3[CH:28]=[C:29]([C:32]4[CH:33]=[N:34][N:35]([CH3:37])[CH:36]=4)[CH:30]=[CH:31][C:26]3=[N:25][N:24]=1)=[CH:17][CH:16]=2)(C(C)(C)C)(C)C.CCCC[N+](CCCC)(CCCC)CCCC.[F-], predict the reaction product. The product is: [CH3:37][N:35]1[CH:36]=[C:32]([C:29]2[CH:30]=[CH:31][C:26]3[N:27]([C:23]([S:22][C:18]4[CH:19]=[C:20]5[C:15](=[CH:16][CH:17]=4)[N:14]=[CH:13][C:12]([NH:11][CH2:10][CH2:9][OH:8])=[CH:21]5)=[N:24][N:25]=3)[CH:28]=2)[CH:33]=[N:34]1. (7) Given the reactants [Cl:1][C:2]1[C:11]2[C:6](=[CH:7][CH:8]=[CH:9][CH:10]=2)[C:5]([CH2:12]Cl)=[C:4]([CH3:14])[N:3]=1.[CH:15]1[C:22]([CH:23]([CH3:25])[CH3:24])=[CH:21][CH:20]=[C:18]([CH3:19])[C:16]=1[OH:17].O, predict the reaction product. The product is: [Cl:1][C:2]1[C:11]2[C:6](=[CH:7][CH:8]=[CH:9][CH:10]=2)[C:5]([CH2:12][O:17][C:16]2[CH:15]=[C:22]([CH:23]([CH3:24])[CH3:25])[CH:21]=[CH:20][C:18]=2[CH3:19])=[C:4]([CH3:14])[N:3]=1.